Dataset: Forward reaction prediction with 1.9M reactions from USPTO patents (1976-2016). Task: Predict the product of the given reaction. (1) Given the reactants [NH:1]1[C:5]2[CH:6]=[CH:7][CH:8]=[CH:9][C:4]=2[N:3]=[C:2]1[N:10]1[C:18]2[C:13](=[CH:14][C:15]([N:19]3[C:23]4=[N:24][CH:25]=[CH:26][CH:27]=[C:22]4[N:21]([CH2:28][CH3:29])[C:20]3=[O:30])=[CH:16][CH:17]=2)[CH2:12][CH2:11]1, predict the reaction product. The product is: [NH:1]1[C:5]2[CH:6]=[CH:7][CH:8]=[CH:9][C:4]=2[N:3]=[C:2]1[N:10]1[C:18]2[C:13](=[CH:14][C:15]([N:19]3[C:23]4=[N:24][CH:25]=[CH:26][CH:27]=[C:22]4[N:21]([CH2:28][CH3:29])[C:20]3=[O:30])=[CH:16][CH:17]=2)[CH:12]=[CH:11]1. (2) Given the reactants Cl[C:2]1[CH:10]=[CH:9][CH:8]=[C:7]2[C:3]=1[CH:4]=[C:5]([CH3:11])[CH2:6]2.[CH3:12][C:13]1[CH:14]=[C:15]([Mg]Br)[CH:16]=[C:17]([CH3:19])[CH:18]=1, predict the reaction product. The product is: [CH3:12][C:13]1[CH:14]=[C:15]([C:2]2[CH:10]=[CH:9][CH:8]=[C:7]3[C:3]=2[CH:4]=[C:5]([CH3:11])[CH2:6]3)[CH:16]=[C:17]([CH3:19])[CH:18]=1. (3) Given the reactants [F:1][C:2]1[CH:3]=[C:4]([CH:6]=[CH:7][C:8]=1[S:9]([CH3:12])(=[O:11])=[O:10])[NH2:5].[N:13]([O-])=O.[Na+].S([O-])([O-])=O.[Na+].[Na+].C([O-])([O-])=O.[Na+].[Na+], predict the reaction product. The product is: [F:1][C:2]1[CH:3]=[C:4]([NH:5][NH2:13])[CH:6]=[CH:7][C:8]=1[S:9]([CH3:12])(=[O:11])=[O:10]. (4) Given the reactants C([O:3][CH:4](OCC)[CH2:5][N:6]([CH3:8])[CH3:7])C.Cl.[S:13](S([O-])=O)([O-:16])(=[O:15])=[O:14].[Na+].[Na+].C(O)C, predict the reaction product. The product is: [CH3:7][N:6]([CH2:5][CH:4]=[O:3])[CH3:8].[S:13]([O-:16])([OH:15])=[O:14]. (5) Given the reactants [CH2:1]([CH:4]1[CH2:8][NH:7][C:6](=[O:9])[CH2:5]1)[CH2:2][CH3:3].[H-].[Na+].[Br:12][C:13]1[C:14]([CH2:31]Cl)=[C:15]2[N:21]=[CH:20][N:19]([CH2:22][C:23]3[CH:28]=[CH:27][C:26]([O:29][CH3:30])=[CH:25][CH:24]=3)[C:16]2=[N:17][CH:18]=1, predict the reaction product. The product is: [Br:12][C:13]1[C:14]([CH2:31][N:7]2[CH2:8][CH:4]([CH2:1][CH2:2][CH3:3])[CH2:5][C:6]2=[O:9])=[C:15]2[N:21]=[CH:20][N:19]([CH2:22][C:23]3[CH:28]=[CH:27][C:26]([O:29][CH3:30])=[CH:25][CH:24]=3)[C:16]2=[N:17][CH:18]=1.